This data is from Reaction yield outcomes from USPTO patents with 853,638 reactions. The task is: Predict the reaction yield, written as a fraction of the theoretical maximum amount of product (1.0 means a 100% yield; for example, 0.34 means a 34% yield). (1) The yield is 0.970. The catalyst is COC1C=CC(O)=CC=1.C(OCC)C. The product is [C:33]([O:18][CH2:17][C:16]([O:15][CH2:14][C:13]([O:12][C:2]1([CH3:1])[CH:9]2[CH2:8][CH:7]3[CH2:6][CH:5]([CH2:4][CH:3]1[CH2:11]3)[CH2:10]2)=[O:20])=[O:19])(=[O:37])[C:34]([CH3:36])=[CH2:35]. The reactants are [CH3:1][C:2]1([O:12][C:13](=[O:20])[CH2:14][O:15][C:16](=[O:19])[CH2:17][OH:18])[CH:9]2[CH2:10][CH:5]3[CH2:6][CH:7]([CH2:11][CH:3]1[CH2:4]3)[CH2:8]2.C1COCC1.C(N(CC)CC)C.[C:33](Cl)(=[O:37])[C:34]([CH3:36])=[CH2:35]. (2) The reactants are [F:1][C:2]1[CH:3]=[C:4]([C:9](=[C:23]2[CH2:29][CH2:28][CH2:27][CH2:26][CH2:25][CH2:24]2)[C:10]2[CH:15]=[CH:14][C:13](/[CH:16]=[CH:17]/[C:18]([O:20]CC)=[O:19])=[CH:12][CH:11]=2)[CH:5]=[CH:6][C:7]=1[OH:8].[OH-].[Na+].Cl. The catalyst is CCO.C1COCC1. The product is [F:1][C:2]1[CH:3]=[C:4]([C:9](=[C:23]2[CH2:29][CH2:28][CH2:27][CH2:26][CH2:25][CH2:24]2)[C:10]2[CH:15]=[CH:14][C:13](/[CH:16]=[CH:17]/[C:18]([OH:20])=[O:19])=[CH:12][CH:11]=2)[CH:5]=[CH:6][C:7]=1[OH:8]. The yield is 0.840. (3) The reactants are [CH3:1][O:2][C:3]1[CH:4]=[C:5]([C:11]([C:13]2[CH:18]=[CH:17][CH:16]=[C:15]([O:19][CH3:20])[CH:14]=2)=O)[CH:6]=[CH:7][C:8]=1[O:9][CH3:10].C(OP([CH2:29][C:30]#[N:31])(=O)OCC)C.C[Si]([N-][Si](C)(C)C)(C)C.[Li+].COC1C=C(C(C2C=CC=C(OC)C=2)=CC#N)C=C(OC)C=1. The catalyst is C1COCC1. The product is [CH3:1][O:2][C:3]1[CH:4]=[C:5]([C:11]([C:13]2[CH:18]=[CH:17][CH:16]=[C:15]([O:19][CH3:20])[CH:14]=2)=[CH:29][C:30]#[N:31])[CH:6]=[CH:7][C:8]=1[O:9][CH3:10]. The yield is 0.920. (4) The reactants are [Cl:1][C:2]1[C:11]2[C:6](=[CH:7][CH:8]=[CH:9][CH:10]=2)[N:5]=[C:4](I)[C:3]=1[F:13].C(O)CCC.C(=O)([O-])[O-].[Cs+].[Cs+].[F:25][C:26]1[CH:31]=[CH:30][CH:29]=[CH:28][C:27]=1B(O)O. The catalyst is C1(C)C=CC=CC=1.O. The product is [Cl:1][C:2]1[C:11]2[C:6](=[CH:7][CH:8]=[CH:9][CH:10]=2)[N:5]=[C:4]([C:27]2[CH:28]=[CH:29][CH:30]=[CH:31][C:26]=2[F:25])[C:3]=1[F:13]. The yield is 0.480. (5) The yield is 0.570. The reactants are [F:1][C:2]([F:24])([F:23])[C:3]1[CH:8]=[CH:7][C:6]([C:9]2[N:14]=[CH:13][C:12]([CH:15]([OH:22])[CH2:16][CH2:17][CH2:18][CH2:19][CH2:20][CH3:21])=[CH:11][CH:10]=2)=[CH:5][CH:4]=1.[CH3:25][O:26][C:27](=[O:36])[C:28]1[CH:33]=[CH:32][C:31](O)=[C:30]([F:35])[CH:29]=1.C(P(CCCC)CCCC)CCC.C(OCC)(=O)C. The catalyst is C1(C)C=CC=CC=1. The product is [CH3:25][O:26][C:27](=[O:36])[C:28]1[CH:33]=[CH:32][C:31]([O:22][CH:15]([C:12]2[CH:13]=[N:14][C:9]([C:6]3[CH:5]=[CH:4][C:3]([C:2]([F:23])([F:1])[F:24])=[CH:8][CH:7]=3)=[CH:10][CH:11]=2)[CH2:16][CH2:17][CH2:18][CH2:19][CH2:20][CH3:21])=[C:30]([F:35])[CH:29]=1.